This data is from Forward reaction prediction with 1.9M reactions from USPTO patents (1976-2016). The task is: Predict the product of the given reaction. (1) Given the reactants C(N(CC)CC)C.[NH2:8][CH2:9][CH2:10][C:11]([OH:13])=[O:12].[CH3:14][C:15]([O:18][C:19](ON=C(C1C=CC=CC=1)C#N)=[O:20])([CH3:17])[CH3:16], predict the reaction product. The product is: [C:15]([O:18][C:19]([NH:8][CH2:9][CH2:10][C:11]([OH:13])=[O:12])=[O:20])([CH3:17])([CH3:16])[CH3:14]. (2) Given the reactants [C:1](N1C=CN=C1)([N:3]1C=CN=C1)=[S:2].[C:13]([O:17][C:18](=[O:26])[N:19]([CH3:25])[CH:20]1[CH2:24][CH2:23][NH:22][CH2:21]1)([CH3:16])([CH3:15])[CH3:14], predict the reaction product. The product is: [C:13]([O:17][C:18](=[O:26])[N:19]([CH3:25])[CH:20]1[CH2:24][CH2:23][N:22]([C:1](=[S:2])[NH2:3])[CH2:21]1)([CH3:16])([CH3:15])[CH3:14]. (3) Given the reactants [F:1][C:2]([F:29])([F:28])[C:3]1[CH:27]=[CH:26][C:6]([O:7][CH2:8][CH:9]2[CH2:14][CH2:13][CH2:12][N:11]([CH2:15][CH2:16][C:17]3C4C(=CC=CC=4)N[CH:18]=3)[CH2:10]2)=[CH:5][CH:4]=1.[C:30]1([C:40]2[CH:45]=CC=[CH:42][CH:41]=2)[CH:35]=[CH:34][C:33](CC(O)=O)=[CH:32][CH:31]=1, predict the reaction product. The product is: [C:40]1([C:30]2[CH:35]=[CH:34][CH:33]=[CH:32][CH:31]=2)[CH:45]=[CH:18][C:17]([CH2:16][CH2:15][N:11]2[CH2:12][CH2:13][CH2:14][CH:9]([CH2:8][O:7][C:6]3[CH:26]=[CH:27][C:3]([C:2]([F:1])([F:28])[F:29])=[CH:4][CH:5]=3)[CH2:10]2)=[CH:42][CH:41]=1.